This data is from hERG Central: cardiac toxicity at 1µM, 10µM, and general inhibition. The task is: Predict hERG channel inhibition at various concentrations. The molecule is CCOC(=O)C(C)Sc1nc2c(c(=O)[nH]c(=O)n2C)n1Cc1ccc(Cl)cc1. Results: hERG_inhib (hERG inhibition (general)): blocker.